Dataset: Full USPTO retrosynthesis dataset with 1.9M reactions from patents (1976-2016). Task: Predict the reactants needed to synthesize the given product. (1) Given the product [Cl:22][C:19]1[CH:18]=[CH:17][C:16]([CH2:15][N:3]2[C:4]3[C:9](=[CH:8][C:7]([CH3:39])=[CH:6][C:5]=3[C:12]([O:35][CH3:32])=[O:44])[CH:10]=[CH:2]2)=[CH:21][CH:20]=1, predict the reactants needed to synthesize it. The reactants are: C[C:2]1[N:3]([CH2:15][C:16]2[CH:21]=[CH:20][C:19]([Cl:22])=[CH:18][CH:17]=2)[C:4]2[C:9]([CH:10]=1)=[CH:8][C:7](Br)=[CH:6][C:5]=2[C:12](O)=O.CB1OB(C)OB(C)O1.[C:32](=[O:35])([O-])[O-].[K+].[K+].O1CCOC[CH2:39]1.[OH2:44]. (2) Given the product [C:41]1([CH3:51])[CH:42]=[CH:43][C:44]([S:47]([OH:50])(=[O:48])=[O:49])=[CH:45][CH:46]=1.[C:41]1([CH3:51])[CH:42]=[CH:43][C:44]([S:47]([OH:50])(=[O:48])=[O:49])=[CH:45][CH:46]=1.[CH3:1][C:2]1[C:23]([C:24]2[S:25][C:26]([C:35]3[N:39]=[CH:38][NH:37][N:36]=3)=[C:27]([C:29]3[CH:34]=[CH:33][CH:32]=[CH:31][CH:30]=3)[N:28]=2)=[C:5]2[CH:6]=[C:7]([O:10][CH2:11][CH2:12][N:13]3[CH2:18][CH2:17][N:16]([S:19]([CH3:22])(=[O:21])=[O:20])[CH2:15][CH2:14]3)[CH:8]=[CH:9][N:4]2[N:3]=1, predict the reactants needed to synthesize it. The reactants are: [CH3:1][C:2]1[C:23]([C:24]2[S:25][C:26]([C:35]3[N:39]=[CH:38][NH:37][N:36]=3)=[C:27]([C:29]3[CH:34]=[CH:33][CH:32]=[CH:31][CH:30]=3)[N:28]=2)=[C:5]2[CH:6]=[C:7]([O:10][CH2:11][CH2:12][N:13]3[CH2:18][CH2:17][N:16]([S:19]([CH3:22])(=[O:21])=[O:20])[CH2:15][CH2:14]3)[CH:8]=[CH:9][N:4]2[N:3]=1.O.[C:41]1([CH3:51])[CH:46]=[CH:45][C:44]([S:47]([OH:50])(=[O:49])=[O:48])=[CH:43][CH:42]=1.CCO. (3) Given the product [F:1]/[C:2](/[C:15]1[CH:19]=[C:18]([CH3:20])[NH:17][N:16]=1)=[CH:33]\[C:32]1[CH:31]=[CH:30][C:29]([C:28]([F:27])([F:37])[F:38])=[CH:36][CH:35]=1, predict the reactants needed to synthesize it. The reactants are: [F:1][CH:2]([C:15]1[CH:19]=[C:18]([CH3:20])[N:17](C2CCCCO2)[N:16]=1)S(C1SC2C=CC=CC=2N=1)(=O)=O.[F:27][C:28]([F:38])([F:37])[C:29]1[CH:36]=[CH:35][C:32]([CH:33]=O)=[CH:31][CH:30]=1. (4) Given the product [F:8][C:6]1[CH:5]=[C:4]([S:9]([N:12]2[CH2:17][CH2:16][C:15]3[N:18]([C:35]([C:36]4[CH:41]=[CH:40][CH:39]=[CH:38][CH:37]=4)([C:48]4[CH:49]=[CH:50][CH:51]=[CH:52][CH:53]=4)[C:42]4[CH:43]=[CH:44][CH:45]=[CH:46][CH:47]=4)[N:19]=[C:20]([NH:21][C:22](=[O:27])[C:23]([F:24])([F:25])[F:26])[C:14]=3[CH2:13]2)(=[O:11])=[O:10])[CH:3]=[C:2]([F:1])[CH:7]=1, predict the reactants needed to synthesize it. The reactants are: [F:1][C:2]1[CH:3]=[C:4]([S:9]([N:12]2[CH2:17][CH2:16][C:15]3=[N:18][NH:19][C:20]([NH:21][C:22](=[O:27])[C:23]([F:26])([F:25])[F:24])=[C:14]3[CH2:13]2)(=[O:11])=[O:10])[CH:5]=[C:6]([F:8])[CH:7]=1.C(N(CC)CC)C.[C:35](Cl)([C:48]1[CH:53]=[CH:52][CH:51]=[CH:50][CH:49]=1)([C:42]1[CH:47]=[CH:46][CH:45]=[CH:44][CH:43]=1)[C:36]1[CH:41]=[CH:40][CH:39]=[CH:38][CH:37]=1. (5) Given the product [Cl:1][C:2]1[CH:7]=[CH:6][C:5]([N:8]2[CH2:13][CH2:12][CH:11]([N:36]3[CH2:37][CH2:38][CH:34]([NH:33][C:31](=[O:32])[O:30][C:26]([CH3:28])([CH3:27])[CH3:29])[CH2:35]3)[CH2:10][CH2:9]2)=[CH:4][C:3]=1[NH:15][C@@H:16]([C:18]1[CH:23]=[CH:22][C:21]([Cl:24])=[CH:20][C:19]=1[Cl:25])[CH3:17], predict the reactants needed to synthesize it. The reactants are: [Cl:1][C:2]1[CH:7]=[CH:6][C:5]([N:8]2[CH2:13][CH2:12][C:11](=O)[CH2:10][CH2:9]2)=[CH:4][C:3]=1[NH:15][C@@H:16]([C:18]1[CH:23]=[CH:22][C:21]([Cl:24])=[CH:20][C:19]=1[Cl:25])[CH3:17].[C:26]([O:30][C:31]([NH:33][CH:34]1[CH2:38][CH2:37][NH:36][CH2:35]1)=[O:32])([CH3:29])([CH3:28])[CH3:27].[BH-](OC(C)=O)(OC(C)=O)OC(C)=O.[Na+]. (6) Given the product [CH2:16]([O:23][N:24]1[C:30](=[O:31])[N:29]2[CH2:32][C@H:25]1[CH2:26][CH2:27][C@H:28]2[C:33]1[O:34][C:37]([CH2:38][CH2:39][NH:40][C:41](=[O:47])[O:42][C:43]([CH3:46])([CH3:44])[CH3:45])=[N:36][N:35]=1)[C:17]1[CH:22]=[CH:21][CH:20]=[CH:19][CH:18]=1, predict the reactants needed to synthesize it. The reactants are: O(S(C(F)(F)F)(=O)=O)S(C(F)(F)F)(=O)=O.[CH2:16]([O:23][N:24]1[C:30](=[O:31])[N:29]2[CH2:32][C@H:25]1[CH2:26][CH2:27][C@H:28]2[C:33]([NH:35][NH:36][C:37](=O)[CH2:38][CH2:39][NH:40][C:41](=[O:47])[O:42][C:43]([CH3:46])([CH3:45])[CH3:44])=[O:34])[C:17]1[CH:22]=[CH:21][CH:20]=[CH:19][CH:18]=1.N1C=CC=CC=1.C([O-])(O)=O.[Na+]. (7) The reactants are: Br[C:2]1[CH:11]=[C:10]2[C:5]([N:6]=[C:7]([NH:15][CH2:16][CH2:17][CH2:18][OH:19])[C:8]3[N:9]2[CH:12]=[CH:13][N:14]=3)=[CH:4][C:3]=1[C:20]([F:23])([F:22])[F:21].[CH3:24][C:25]1(C)C(C)(C)OB(C=C)O1.C(B1OC(C)(C)C(C)(C)O1)=C.C(=O)([O-])[O-].[K+].[K+]. Given the product [F:21][C:20]([F:23])([F:22])[C:3]1[CH:4]=[C:5]2[C:10](=[CH:11][C:2]=1[CH:24]=[CH2:25])[N:9]1[CH:12]=[CH:13][N:14]=[C:8]1[C:7]([NH:15][CH2:16][CH2:17][CH2:18][OH:19])=[N:6]2, predict the reactants needed to synthesize it. (8) Given the product [Cl:1][C:2]1[CH:21]=[CH:20][C:5]([C:6]2[O:19][C:10]([C:11]3[CH:16]=[CH:15][C:14]([CH3:17])=[C:13]([OH:18])[CH:12]=3)=[N:9][N:8]=2)=[CH:4][CH:3]=1, predict the reactants needed to synthesize it. The reactants are: [Cl:1][C:2]1[CH:21]=[CH:20][C:5]([C:6]([NH:8][NH:9][C:10](=[O:19])[C:11]2[CH:16]=[CH:15][C:14]([CH3:17])=[C:13]([OH:18])[CH:12]=2)=O)=[CH:4][CH:3]=1.C(N(C(C)C)CC)(C)C.C1(P(C2C=CC=CC=2)C2C=CC=CC=2)C=CC=CC=1.ClC(Cl)(Cl)C(Cl)(Cl)Cl. (9) The reactants are: Cl.[C:2]([NH2:6])(=O)[CH2:3][CH3:4].[CH3:7][O:8][CH:9]([O:17]C)[C:10]([C:13](OC)=O)=[CH:11][O-].[Na+].C[N:21](C)C=O. Given the product [CH2:3]([C:2]1[N:6]=[CH:13][C:10]([C:9]([O:8][CH3:7])=[O:17])=[CH:11][N:21]=1)[CH3:4], predict the reactants needed to synthesize it. (10) Given the product [OH:19][CH2:18][CH2:17][N:14]1[CH2:15][CH2:16][N:11]([CH2:10][C:9]([NH:8][C:7]2[C:2]([S:46][CH3:48])=[N:3][C:4]([CH3:22])=[CH:5][C:6]=2[S:42][CH3:41])=[O:20])[CH2:12][CH2:13]1, predict the reactants needed to synthesize it. The reactants are: Cl[C:2]1[C:7]([NH:8][C:9](=[O:20])[CH2:10][N:11]2[CH2:16][CH2:15][N:14]([CH2:17][CH2:18][OH:19])[CH2:13][CH2:12]2)=[C:6](Cl)[CH:5]=[C:4]([CH3:22])[N:3]=1.C1OCCOCCOCCOCCOCCOC1.[CH3:41][S-:42].[Na+].O.C[S:46]([CH3:48])=O.